Dataset: Full USPTO retrosynthesis dataset with 1.9M reactions from patents (1976-2016). Task: Predict the reactants needed to synthesize the given product. (1) Given the product [C:3](/[CH:7]=[CH:8]/[C:9]1[C:10](=[O:24])[NH:11][C:12](=[O:23])[N:13]([CH:22]=1)[C@@H:14]1[O:21][C@H:18]([CH2:19][OH:20])[C@@H:16]([OH:17])[CH2:15]1)([OH:5])=[O:4], predict the reactants needed to synthesize it. The reactants are: [OH-].[Na+].[C:3](/[CH:7]=[CH:8]/[C:9]1[C:10](=[O:24])[NH:11][C:12](=[O:23])[N:13]([CH:22]=1)[C@@H:14]1[O:21][C@H:18]([CH2:19][OH:20])[C@@H:16]([OH:17])[CH2:15]1)([O:5]C)=[O:4].Cl. (2) Given the product [O:6]=[C:7]1[N:11]2[CH:12]=[CH:13][CH:14]=[C:15]([C:16]3[CH:17]=[C:18]([CH:24]=[CH:25][CH:26]=3)[C:19]([OH:21])=[O:20])[C:10]2=[N:9][N:8]1[CH2:27][C:28]1[CH:33]=[CH:32][CH:31]=[C:30]([C:34]([F:37])([F:35])[F:36])[CH:29]=1, predict the reactants needed to synthesize it. The reactants are: [OH-].[Na+].C(O)C.[O:6]=[C:7]1[N:11]2[CH:12]=[CH:13][CH:14]=[C:15]([C:16]3[CH:17]=[C:18]([CH:24]=[CH:25][CH:26]=3)[C:19]([O:21]CC)=[O:20])[C:10]2=[N:9][N:8]1[CH2:27][C:28]1[CH:33]=[CH:32][CH:31]=[C:30]([C:34]([F:37])([F:36])[F:35])[CH:29]=1.Cl. (3) Given the product [CH3:23][O:24][C:25](=[O:36])[CH2:26][CH2:27][C:28]1[CH:33]=[CH:32][C:31]([S:34][C@H:7]([CH3:8])[CH2:6][CH2:5][O:4][C:3]2[CH:14]=[CH:15][C:16]([O:18][C:19]([F:20])([F:21])[F:22])=[CH:17][C:2]=2[Br:1])=[CH:30][C:29]=1[CH3:35], predict the reactants needed to synthesize it. The reactants are: [Br:1][C:2]1[CH:17]=[C:16]([O:18][C:19]([F:22])([F:21])[F:20])[CH:15]=[CH:14][C:3]=1[O:4][CH2:5][CH2:6][C@@H:7](OS(C)(=O)=O)[CH3:8].[CH3:23][O:24][C:25](=[O:36])[CH2:26][CH2:27][C:28]1[CH:33]=[CH:32][C:31]([SH:34])=[CH:30][C:29]=1[CH3:35].C([O-])([O-])=O.[K+].[K+]. (4) Given the product [NH2:1][C:2]1[C:7]([C:8]([NH:10][C:11]2[CH:16]=[CH:15][C:14]([OH:17])=[C:13]([F:19])[CH:12]=2)=[O:9])=[C:6]([Br:22])[N:5]=[CH:4][N:3]=1, predict the reactants needed to synthesize it. The reactants are: [NH2:1][C:2]1[C:7]([C:8]([NH:10][C:11]2[CH:16]=[CH:15][C:14]([O:17]C)=[C:13]([F:19])[CH:12]=2)=[O:9])=[C:6](Cl)[N:5]=[CH:4][N:3]=1.B(Br)(Br)[Br:22].